Dataset: Reaction yield outcomes from USPTO patents with 853,638 reactions. Task: Predict the reaction yield, written as a fraction of the theoretical maximum amount of product (1.0 means a 100% yield; for example, 0.34 means a 34% yield). (1) The reactants are [CH2:1]1[C:5]2([CH2:9][CH2:8][CH2:7][CH2:6]2)[CH:4]([OH:10])[CH2:3][NH:2]1.C([O-])([O-])=O.[Na+].[Na+].[CH3:17][C:18]([O:21][C:22](O[C:22]([O:21][C:18]([CH3:20])([CH3:19])[CH3:17])=[O:23])=[O:23])([CH3:20])[CH3:19]. The catalyst is C1COCC1.O. The product is [OH:10][CH:4]1[C:5]2([CH2:9][CH2:8][CH2:7][CH2:6]2)[CH2:1][N:2]([C:22]([O:21][C:18]([CH3:20])([CH3:19])[CH3:17])=[O:23])[CH2:3]1. The yield is 0.934. (2) The yield is 0.940. The reactants are [CH:1]([O:4][C:5]1[C:10]2[CH:11]=[C:12]([C:14]([O-:16])=[O:15])[O:13][C:9]=2[CH:8]=[CH:7][CH:6]=1)([CH3:3])[CH3:2].[OH-].[Na+]. The product is [CH:1]([O:4][C:5]1[C:10]2[CH:11]=[C:12]([C:14]([OH:16])=[O:15])[O:13][C:9]=2[CH:8]=[CH:7][CH:6]=1)([CH3:3])[CH3:2]. The catalyst is CO.C1COCC1. (3) The reactants are [F:1][C:2]([F:13])([F:12])[C:3]1[CH:4]=[C:5]([CH:9]=[CH:10][CH:11]=1)[CH:6]=[N:7][OH:8].[Cl:14]N1C(=O)CCC1=O. The catalyst is C(Cl)Cl.O. The product is [OH:8][N:7]=[C:6]([Cl:14])[C:5]1[CH:9]=[CH:10][CH:11]=[C:3]([C:2]([F:12])([F:13])[F:1])[CH:4]=1. The yield is 0.900. (4) The reactants are Cl.[F:2][C:3]([F:16])([F:15])[C:4]1([C:10]([O:12][CH2:13][CH3:14])=[O:11])[CH2:9][CH2:8][NH:7][CH2:6][CH2:5]1.CCN(C(C)C)C(C)C.Cl[C:27]1[N:32]=[CH:31][C:30]([C:33]2[CH:34]=[C:35]([C:48]3[CH:53]=[CH:52][CH:51]=[CH:50][N:49]=3)[C:36]3[S:40][C:39]([NH:41][C:42]([NH:44][CH2:45][CH3:46])=[O:43])=[N:38][C:37]=3[CH:47]=2)=[CH:29][N:28]=1. The catalyst is CC(N(C)C)=O. The product is [CH2:45]([NH:44][C:42](=[O:43])[NH:41][C:39]1[S:40][C:36]2[C:35]([C:48]3[CH:53]=[CH:52][CH:51]=[CH:50][N:49]=3)=[CH:34][C:33]([C:30]3[CH:31]=[N:32][C:27]([N:7]4[CH2:6][CH2:5][C:4]([C:3]([F:2])([F:15])[F:16])([C:10]([O:12][CH2:13][CH3:14])=[O:11])[CH2:9][CH2:8]4)=[N:28][CH:29]=3)=[CH:47][C:37]=2[N:38]=1)[CH3:46]. The yield is 0.510. (5) The reactants are [CH3:1][O:2][C:3]1[C:8]([O:9][CH3:10])=[C:7]([O:11][CH3:12])[CH:6]=[C:5]([CH3:13])[C:4]=1[CH:14]([C:16]1[C:17]([O:27][CH3:28])=[N:18][CH:19]=[C:20]([Br:26])[C:21]=1[C:22]([F:25])([F:24])[F:23])[OH:15]. The catalyst is C1(C)C=CC=CC=1.[O-2].[O-2].[Mn+4]. The product is [CH3:1][O:2][C:3]1[C:8]([O:9][CH3:10])=[C:7]([O:11][CH3:12])[CH:6]=[C:5]([CH3:13])[C:4]=1[C:14]([C:16]1[C:17]([O:27][CH3:28])=[N:18][CH:19]=[C:20]([Br:26])[C:21]=1[C:22]([F:25])([F:23])[F:24])=[O:15]. The yield is 0.820. (6) The reactants are [Cl:8][C:7]([Cl:10])([Cl:9])[C:6](O[C:6](=[O:11])[C:7]([Cl:10])([Cl:9])[Cl:8])=[O:11].O[NH:15]/[C:16](/[C:19]([O:21][CH2:22][CH3:23])=[O:20])=[N:17]\[H]. The catalyst is C1(C)C=CC=CC=1. The product is [Cl:10][C:7]([Cl:8])([Cl:9])[C:6]1[O:11][N:17]=[C:16]([C:19]([O:21][CH2:22][CH3:23])=[O:20])[N:15]=1. The yield is 0.800. (7) The reactants are [OH:1][C:2]1[C:7]([C:8]([OH:10])=O)=[CH:6][N:5]=[C:4]([N:11]2[CH:15]=[CH:14][CH:13]=[N:12]2)[N:3]=1.CCN(CC)CC.CN(C(ON1N=NC2C=CC=NC1=2)=[N+](C)C)C.F[P-](F)(F)(F)(F)F.Cl.[NH2:48][CH:49]([C:62]1[CH:67]=[CH:66][C:65]([F:68])=[CH:64][CH:63]=1)[C:50]1[CH:55]=[CH:54][C:53]([P:56]([CH3:61])(=[O:60])[O:57][CH2:58][CH3:59])=[CH:52][CH:51]=1. The catalyst is CC#N. The product is [F:68][C:65]1[CH:64]=[CH:63][C:62]([CH:49]([NH:48][C:8]([C:7]2[C:2]([OH:1])=[N:3][C:4]([N:11]3[CH:15]=[CH:14][CH:13]=[N:12]3)=[N:5][CH:6]=2)=[O:10])[C:50]2[CH:55]=[CH:54][C:53]([P:56]([CH3:61])(=[O:60])[O:57][CH2:58][CH3:59])=[CH:52][CH:51]=2)=[CH:67][CH:66]=1. The yield is 0.270.